Dataset: Peptide-MHC class II binding affinity with 134,281 pairs from IEDB. Task: Regression. Given a peptide amino acid sequence and an MHC pseudo amino acid sequence, predict their binding affinity value. This is MHC class II binding data. (1) The peptide sequence is KGSNDHYLALLVKYA. The MHC is DRB4_0101 with pseudo-sequence DRB4_0103. The binding affinity (normalized) is 0.149. (2) The peptide sequence is ERGYVKLEGRVIDLG. The MHC is HLA-DQA10601-DQB10402 with pseudo-sequence HLA-DQA10601-DQB10402. The binding affinity (normalized) is 0. (3) The peptide sequence is FVMMSAPPAEYKLQQ. The MHC is DRB1_0301 with pseudo-sequence DRB1_0301. The binding affinity (normalized) is 0.400. (4) The peptide sequence is VERSKAYSNCYPYDV. The MHC is DRB1_0901 with pseudo-sequence DRB1_0901. The binding affinity (normalized) is 0.138. (5) The peptide sequence is MAVGLVSLLGSALLK. The MHC is DRB1_0701 with pseudo-sequence DRB1_0701. The binding affinity (normalized) is 0.483. (6) The binding affinity (normalized) is 0.175. The MHC is DRB1_0301 with pseudo-sequence DRB1_0301. The peptide sequence is VGLRVVCAKYAL. (7) The peptide sequence is SCWAFSGVAATESAY. The MHC is DRB1_0802 with pseudo-sequence DRB1_0802. The binding affinity (normalized) is 0.161. (8) The peptide sequence is ERFAVNPGLLETSEGCR. The MHC is HLA-DQA10103-DQB10603 with pseudo-sequence HLA-DQA10103-DQB10603. The binding affinity (normalized) is 0.551. (9) The peptide sequence is ICLSGEGWPYIGSRS. The MHC is DRB1_0101 with pseudo-sequence DRB1_0101. The binding affinity (normalized) is 0.304.